From a dataset of Full USPTO retrosynthesis dataset with 1.9M reactions from patents (1976-2016). Predict the reactants needed to synthesize the given product. (1) Given the product [CH:10]([N:9]([CH2:12][C@@H:13]([CH2:17][CH2:18][CH2:19][CH3:20])[C:14]([N:21]1[CH2:25][CH2:24][CH2:23][C@H:22]1[C:26]1[NH:30][C:29]2[CH:31]=[CH:32][C:33]([S:35]([NH2:38])(=[O:36])=[O:37])=[CH:34][C:28]=2[N:27]=1)=[O:15])[OH:8])=[O:11], predict the reactants needed to synthesize it. The reactants are: C([O:8][N:9]([CH2:12][C@@H:13]([CH2:17][CH2:18][CH2:19][CH3:20])[C:14](O)=[O:15])[CH:10]=[O:11])C1C=CC=CC=1.[NH:21]1[CH2:25][CH2:24][CH2:23][C@H:22]1[C:26]1[NH:27][C:28]2[CH:34]=[C:33]([S:35]([NH2:38])(=[O:37])=[O:36])[CH:32]=[CH:31][C:29]=2[N:30]=1. (2) Given the product [ClH:38].[CH:1]([O:4][C:5]1[CH:10]=[CH:9][CH:8]=[CH:7][C:6]=1[C:11]1[C:12]2[C:16]([CH:17]=[CH:18][CH:19]=1)=[N:15][N:14]1[C:20]([CH:25]3[CH2:30][CH2:29][NH:28][CH2:27][CH2:26]3)=[CH:21][C:22](=[O:24])[NH:23][C:13]=21)([CH3:3])[CH3:2], predict the reactants needed to synthesize it. The reactants are: [CH:1]([O:4][C:5]1[CH:10]=[CH:9][CH:8]=[CH:7][C:6]=1[C:11]1[C:12]2[C:16]([CH:17]=[CH:18][CH:19]=1)=[N:15][N:14]1[C:20]([CH:25]3[CH2:30][CH2:29][N:28](C(OC(C)(C)C)=O)[CH2:27][CH2:26]3)=[CH:21][C:22](=[O:24])[NH:23][C:13]=21)([CH3:3])[CH3:2].[ClH:38].